This data is from Skin sensitization/reaction prediction data. The task is: Regression/Classification. Given a drug SMILES string, predict its toxicity properties. Task type varies by dataset: regression for continuous values (e.g., LD50, hERG inhibition percentage) or binary classification for toxic/non-toxic outcomes (e.g., AMES mutagenicity, cardiotoxicity, hepatotoxicity). Dataset: skin_reaction. (1) The drug is Cc1ccc2oc(=O)ccc2c1. The result is 0 (no skin reaction). (2) The compound is CCC=C1OC(=O)c2ccccc21. The result is 1 (causes skin reaction).